From a dataset of Reaction yield outcomes from USPTO patents with 853,638 reactions. Predict the reaction yield, written as a fraction of the theoretical maximum amount of product (1.0 means a 100% yield; for example, 0.34 means a 34% yield). (1) The reactants are [Cl:1][C:2]1[CH:3]=[N:4][CH:5]=[CH:6][C:7]=1[C:8]1[C:9]([C:18]2[CH:23]=[CH:22][CH:21]=[CH:20][C:19]=2[F:24])=[N:10][C:11]([NH2:17])=[C:12]([N+:14]([O-])=O)[CH:13]=1.Cl. The catalyst is CCO.[Fe]. The product is [Cl:1][C:2]1[CH:3]=[N:4][CH:5]=[CH:6][C:7]=1[C:8]1[C:9]([C:18]2[CH:23]=[CH:22][CH:21]=[CH:20][C:19]=2[F:24])=[N:10][C:11]([NH2:17])=[C:12]([NH2:14])[CH:13]=1. The yield is 0.400. (2) The reactants are [N+:1]([C:4]1[CH:5]=[N:6][CH:7]=[CH:8][C:9]=1[C:10]1[CH2:15][CH2:14][CH:13]([OH:16])[CH2:12][CH:11]=1)([O-:3])=[O:2].CCN(C(C)C)C(C)C.[CH3:26][S:27](Cl)(=[O:29])=[O:28]. The catalyst is C(Cl)Cl.C(OCC)(=O)C. The product is [CH3:26][S:27]([O:16][CH:13]1[CH2:14][CH2:15][C:10]([C:9]2[CH:8]=[CH:7][N:6]=[CH:5][C:4]=2[N+:1]([O-:3])=[O:2])=[CH:11][CH2:12]1)(=[O:29])=[O:28]. The yield is 0.930.